This data is from Full USPTO retrosynthesis dataset with 1.9M reactions from patents (1976-2016). The task is: Predict the reactants needed to synthesize the given product. (1) Given the product [Br:36][C:33]1[CH:34]=[C:35]2[C:30](=[CH:31][CH:32]=1)[NH:29][CH:28]=[C:27]2[CH:24]1[CH2:23][CH2:22][C:21](=[O:20])[CH2:26][CH2:25]1, predict the reactants needed to synthesize it. The reactants are: N1C2C(=CC=CC=2)C(C2CCC(=O)CC2)=C1.O1[C:21]2([CH2:26][CH2:25][CH:24]([C:27]3[C:35]4[C:30](=[CH:31][CH:32]=[C:33]([Br:36])[CH:34]=4)[NH:29][CH:28]=3)[CH2:23][CH2:22]2)[O:20]CC1. (2) Given the product [N:34]([CH2:2][CH2:3][CH2:4][S:5]([O:8][CH2:9][C:10]([CH3:33])([CH3:32])[C@@H:11]([O:22][CH2:23][C:24]1[CH:29]=[CH:28][C:27]([O:30][CH3:31])=[CH:26][CH:25]=1)[C:12]([O:14][CH2:15][C:16]1[CH:21]=[CH:20][CH:19]=[CH:18][CH:17]=1)=[O:13])(=[O:7])=[O:6])=[N+:35]=[N-:36], predict the reactants needed to synthesize it. The reactants are: Cl[CH2:2][CH2:3][CH2:4][S:5]([O:8][CH2:9][C:10]([CH3:33])([CH3:32])[C@@H:11]([O:22][CH2:23][C:24]1[CH:29]=[CH:28][C:27]([O:30][CH3:31])=[CH:26][CH:25]=1)[C:12]([O:14][CH2:15][C:16]1[CH:21]=[CH:20][CH:19]=[CH:18][CH:17]=1)=[O:13])(=[O:7])=[O:6].[N-:34]=[N+:35]=[N-:36].[Na+]. (3) Given the product [OH:29][C@H:16]1[CH2:15][CH2:14][C@@:13]2([CH3:30])[C@@H:18]([CH2:19][CH2:20][C@:21]3([CH3:26])[C@@H:12]2[CH2:11][CH2:10][C@H:9]2[C@@:22]3([CH3:25])[CH2:23][CH2:24][C@@:7]3([C:31]([NH:34][CH2:35][C:36]4[CH:37]=[C:38]([CH:43]=[CH:44][CH:45]=4)[C:39]([OH:41])=[O:40])=[O:32])[CH2:6][CH2:5][C@@H:4]([C:2]([CH3:3])=[CH2:1])[C@@H:8]32)[C:17]1([CH3:28])[CH3:27], predict the reactants needed to synthesize it. The reactants are: [CH3:1][C:2]([C@H:4]1[C@@H:8]2[C@@H:9]3[C@@:22]([CH3:25])([CH2:23][CH2:24][C@@:7]2([C:31](O)=[O:32])[CH2:6][CH2:5]1)[C@@:21]1([CH3:26])[C@@H:12]([C@:13]2([CH3:30])[C@@H:18]([CH2:19][CH2:20]1)[C:17]([CH3:28])([CH3:27])[C@@H:16]([OH:29])[CH2:15][CH2:14]2)[CH2:11][CH2:10]3)=[CH2:3].[NH2:34][CH2:35][C:36]1[CH:37]=[C:38]([CH:43]=[CH:44][CH:45]=1)[C:39]([O:41]C)=[O:40].CCN=C=NCCCN(C)C.ON1C2N=CC=CC=2N=N1.CN1CCOCC1.[Li+].[OH-].Cl.